Dataset: Full USPTO retrosynthesis dataset with 1.9M reactions from patents (1976-2016). Task: Predict the reactants needed to synthesize the given product. (1) Given the product [CH2:16]([S:12][C:10]1[O:11][C:7]2[CH:6]=[CH:5][C:4]([N+:1]([O-:3])=[O:2])=[CH:13][C:8]=2[N:9]=1)[CH3:17], predict the reactants needed to synthesize it. The reactants are: [N+:1]([C:4]1[CH:5]=[CH:6][C:7]2[O:11][C:10](=[S:12])[NH:9][C:8]=2[CH:13]=1)([O-:3])=[O:2].[H-].[Na+].[CH2:16]1COC[CH2:17]1. (2) Given the product [CH2:1]([O:8][C:9]([NH:11][C@H:12]([C:19]([NH:54][C:53]1[CH:52]=[C:51]([CH2:50][CH2:49][C:29]([O:31][C:32]([CH3:35])([CH3:34])[CH3:33])=[O:30])[CH:65]=[CH:66][C:67]=1[F:57])=[O:21])[CH:13]([C:15]([F:16])([F:17])[F:18])[CH3:14])=[O:10])[C:2]1[CH:3]=[CH:4][CH:5]=[CH:6][CH:7]=1, predict the reactants needed to synthesize it. The reactants are: [CH2:1]([O:8][C:9]([NH:11][C@H:12]([C:19]([OH:21])=O)[CH:13]([C:15]([F:18])([F:17])[F:16])[CH3:14])=[O:10])[C:2]1[CH:7]=[CH:6][CH:5]=[CH:4][CH:3]=1.NC1C=C(C=CC=1F)CCC[C:29]([O:31][C:32]([CH3:35])([CH3:34])[CH3:33])=[O:30].CN(C(ON1N=N[C:50]2[CH:51]=[CH:52][CH:53]=[N:54][C:49]1=2)=[N+](C)C)C.[F:57][P-](F)(F)(F)(F)F.N1C=C[CH:67]=[CH:66][CH:65]=1.